Dataset: TCR-epitope binding with 47,182 pairs between 192 epitopes and 23,139 TCRs. Task: Binary Classification. Given a T-cell receptor sequence (or CDR3 region) and an epitope sequence, predict whether binding occurs between them. (1) The epitope is GTSGSPIINR. The TCR CDR3 sequence is CASSPGWGLDEQFF. Result: 0 (the TCR does not bind to the epitope). (2) The epitope is HTTDPSFLGRY. The TCR CDR3 sequence is CSVEVFPDTYNEQFF. Result: 0 (the TCR does not bind to the epitope). (3) The TCR CDR3 sequence is CASSLTSGVYNEQFF. The epitope is RQLLFVVEV. Result: 1 (the TCR binds to the epitope). (4) The epitope is LVLSVNPYV. The TCR CDR3 sequence is CASSYGGGTEAFF. Result: 0 (the TCR does not bind to the epitope). (5) The epitope is SLVKPSFYV. The TCR CDR3 sequence is CASSQYFAAAGDEQYF. Result: 1 (the TCR binds to the epitope). (6) The epitope is YLDAYNMMI. The TCR CDR3 sequence is CASSFRGDIQYF. Result: 1 (the TCR binds to the epitope). (7) The epitope is GLCTLVAML. The TCR CDR3 sequence is CASSQAGLAAYNEQFF. Result: 1 (the TCR binds to the epitope). (8) The TCR CDR3 sequence is CASRPFATNEKLFF. Result: 1 (the TCR binds to the epitope). The epitope is PROT_97E67BCC. (9) The epitope is LLDFVRFMGV. The TCR CDR3 sequence is CASSLGSGLVYEQYF. Result: 0 (the TCR does not bind to the epitope). (10) The TCR CDR3 sequence is CASSLIGTGEGETQYF. Result: 0 (the TCR does not bind to the epitope). The epitope is IVTDFSVIK.